Dataset: Forward reaction prediction with 1.9M reactions from USPTO patents (1976-2016). Task: Predict the product of the given reaction. (1) Given the reactants [CH3:1][NH2:2].O.[C:4]([C:6]1[CH:7]=[C:8]([S:12](Cl)(=[O:14])=[O:13])[CH:9]=[CH:10][CH:11]=1)#[N:5], predict the reaction product. The product is: [C:4]([C:6]1[CH:7]=[C:8]([S:12]([NH:2][CH3:1])(=[O:14])=[O:13])[CH:9]=[CH:10][CH:11]=1)#[N:5]. (2) Given the reactants Cl.[Cl:2][C:3]1[C:11]2[C:6](=[CH:7][CH:8]=[CH:9][CH:10]=2)[N:5]([C:12]2[CH:19]=[CH:18][C:15]([CH2:16][NH2:17])=[CH:14][CH:13]=2)[C:4]=1[C:20]1[N:24]=[C:23]([CH3:25])[O:22][N:21]=1.[C:26]([O:30][C:31]([NH:33][C:34]1([C:37](O)=[O:38])[CH2:36][CH2:35]1)=[O:32])([CH3:29])([CH3:28])[CH3:27].CN(C(ON1N=NC2C=CC=CC1=2)=[N+](C)C)C.F[P-](F)(F)(F)(F)F.C(N(CC)C(C)C)(C)C, predict the reaction product. The product is: [C:26]([O:30][C:31](=[O:32])[NH:33][C:34]1([C:37](=[O:38])[NH:17][CH2:16][C:15]2[CH:14]=[CH:13][C:12]([N:5]3[C:6]4[C:11](=[CH:10][CH:9]=[CH:8][CH:7]=4)[C:3]([Cl:2])=[C:4]3[C:20]3[N:24]=[C:23]([CH3:25])[O:22][N:21]=3)=[CH:19][CH:18]=2)[CH2:35][CH2:36]1)([CH3:29])([CH3:27])[CH3:28].